Dataset: Forward reaction prediction with 1.9M reactions from USPTO patents (1976-2016). Task: Predict the product of the given reaction. (1) Given the reactants [O:1](S(C(F)(F)F)(=O)=O)[S:2]([C:5]([F:8])([F:7])[F:6])(=[O:4])=[O:3].[Cl:16][C:17]1[CH:18]=[CH:19][C:20]([O:25][CH2:26][CH:27]([CH3:30])[CH2:28]O)=[C:21]([CH:24]=1)[CH:22]=[O:23].CCN(C(C)C)C(C)C, predict the reaction product. The product is: [F:6][C:5]([F:8])([F:7])[S:2]([O:1][CH2:28][CH:27]([CH3:30])[CH2:26][O:25][C:20]1[CH:19]=[CH:18][C:17]([Cl:16])=[CH:24][C:21]=1[CH:22]=[O:23])(=[O:4])=[O:3]. (2) The product is: [Cl:18][C:19]1[CH:20]=[C:21]([N:25]2[CH:29]=[N:28][C:27]([C:30]([N:14]3[CH2:15][CH2:16][N:11]([C:9]([C:7]4[CH:6]=[CH:5][CH:4]=[C:3]([O:2][CH3:1])[N:8]=4)=[O:10])[CH2:12][C@H:13]3[CH3:17])=[O:31])=[N:26]2)[CH:22]=[CH:23][CH:24]=1. Given the reactants [CH3:1][O:2][C:3]1[N:8]=[C:7]([C:9]([N:11]2[CH2:16][CH2:15][NH:14][C@H:13]([CH3:17])[CH2:12]2)=[O:10])[CH:6]=[CH:5][CH:4]=1.[Cl:18][C:19]1[CH:20]=[C:21]([N:25]2[CH:29]=[N:28][C:27]([C:30](O)=[O:31])=[N:26]2)[CH:22]=[CH:23][CH:24]=1.CN(C(ON1N=NC2C=CC=CC1=2)=[N+](C)C)C.[B-](F)(F)(F)F.CCN(C(C)C)C(C)C, predict the reaction product. (3) Given the reactants Br[C:2]1[CH:7]=[CH:6][C:5]([N+:8]([O-:10])=[O:9])=[CH:4][CH:3]=1.Br[C:12]1[CH:17]=[CH:16][C:15]([CH3:18])=[CH:14][CH:13]=1, predict the reaction product. The product is: [N+:8]([C:5]1[CH:6]=[CH:7][C:2]([C:12]2[CH:17]=[CH:16][C:15]([CH3:18])=[CH:14][CH:13]=2)=[CH:3][CH:4]=1)([O-:10])=[O:9]. (4) Given the reactants [Br:1][C:2]1[CH:3]=[C:4]([C:13]2[CH:18]=[CH:17][CH:16]=[CH:15][CH:14]=2)[CH:5]=[CH:6][C:7]=1[C:8]#[C:9][C:10]([OH:12])=O.[Cl:19][C:20]1[CH:21]=[C:22]([NH2:35])[CH:23]=[CH:24][C:25]=1[CH2:26][CH2:27][N:28]1[CH2:33][CH2:32][CH:31]([CH3:34])[CH2:30][CH2:29]1, predict the reaction product. The product is: [Cl:19][C:20]1[CH:21]=[C:22]([NH:35][C:10](=[O:12])[C:9]#[C:8][C:7]2[CH:6]=[CH:5][C:4]([C:13]3[CH:18]=[CH:17][CH:16]=[CH:15][CH:14]=3)=[CH:3][C:2]=2[Br:1])[CH:23]=[CH:24][C:25]=1[CH2:26][CH2:27][N:28]1[CH2:29][CH2:30][CH:31]([CH3:34])[CH2:32][CH2:33]1. (5) Given the reactants C(OC(=O)C)(=O)C.C[C:9]([C:11]([O:13][C:14]([C:16]([CH3:18])=[O:17])=O)=[O:12])=O.C[C:20]([O:22][CH2:23][C:24]([C@@H:26]1[C@@:30]2([CH3:45])[CH2:31][CH2:32][C@@H:33]3[C@@:38]4(C)[CH2:39]C[C@H:41](O)[CH2:42][C:37]4=[CH:36][CH2:35][C@H:34]3[C@@H:29]2[CH2:28]C1)=O)=[O:21].C(=O)(O)[O-].[Na+], predict the reaction product. The product is: [CH:20]([O:22][C@H:23]1[CH2:24][CH2:26][C@@:30]2([CH3:45])[C:29](=[CH:34][CH2:35][C@@H:36]3[C@@H:31]2[CH2:32][CH2:33][C@@:38]2([CH3:39])[C@H:37]3[CH2:42][CH2:41][C@@H:18]2[C:16](=[O:17])[CH2:14][O:13][C:11](=[O:12])[CH3:9])[CH2:28]1)=[O:21]. (6) Given the reactants [CH3:1][O:2][C:3]1[CH:4]=[C:5]2[C:10](=[CH:11][C:12]=1[O:13][CH3:14])[N:9]=[C:8]([CH3:15])[NH:7][C:6]2=O.P(Cl)(Cl)([Cl:19])=O, predict the reaction product. The product is: [Cl:19][C:6]1[C:5]2[C:10](=[CH:11][C:12]([O:13][CH3:14])=[C:3]([O:2][CH3:1])[CH:4]=2)[N:9]=[C:8]([CH3:15])[N:7]=1.